From a dataset of Forward reaction prediction with 1.9M reactions from USPTO patents (1976-2016). Predict the product of the given reaction. The product is: [F:45][C:2]([F:1])([F:46])[C:3]1[CH:4]=[C:5]([CH:38]=[C:39]([C:41]([F:44])([F:42])[F:43])[CH:40]=1)[CH2:6][N:7]1[C:11]([C:12]2[CH:13]=[CH:14][CH:15]=[CH:16][CH:17]=2)=[C:10]([C:18]2[O:22][N:21]=[C:20]([CH2:23][CH:24]=[O:25])[C:19]=2[C:29](=[O:30])[C:31]2[CH:36]=[CH:35][CH:34]=[CH:33][C:32]=2[Cl:37])[N:9]=[N:8]1. Given the reactants [F:1][C:2]([F:46])([F:45])[C:3]1[CH:4]=[C:5]([CH:38]=[C:39]([C:41]([F:44])([F:43])[F:42])[CH:40]=1)[CH2:6][N:7]1[C:11]([C:12]2[CH:17]=[CH:16][CH:15]=[CH:14][CH:13]=2)=[C:10]([C:18]2[O:22][N:21]=[C:20]([CH2:23][CH:24](OC)[O:25]C)[C:19]=2[C:29]([C:31]2[CH:36]=[CH:35][CH:34]=[CH:33][C:32]=2[Cl:37])=[O:30])[N:9]=[N:8]1.C1(C)C=CC(S(O)(=O)=O)=CC=1, predict the reaction product.